Task: Predict the product of the given reaction.. Dataset: Forward reaction prediction with 1.9M reactions from USPTO patents (1976-2016) Given the reactants Cl[C:2]1[C:7]([C:8](=O)[CH:9]([CH2:12][CH3:13])[CH2:10][CH3:11])=[CH:6][C:5]([CH2:15][CH3:16])=[C:4]([Cl:17])[N:3]=1.[CH3:18][NH:19][NH2:20], predict the reaction product. The product is: [Cl:17][C:4]1[N:3]=[C:2]2[N:19]([CH3:18])[N:20]=[C:8]([CH:9]([CH2:12][CH3:13])[CH2:10][CH3:11])[C:7]2=[CH:6][C:5]=1[CH2:15][CH3:16].